Dataset: Catalyst prediction with 721,799 reactions and 888 catalyst types from USPTO. Task: Predict which catalyst facilitates the given reaction. (1) Reactant: [Br:1][C:2]1[C:3]([CH2:20][C:21]([NH:23][N:24]([C:38]2[CH:43]=[CH:42][C:41]([O:44][CH3:45])=[CH:40][CH:39]=2)[C:25]2[C:30]([N:31]3[CH2:36][CH2:35][CH2:34][CH2:33][CH2:32]3)=[CH:29][CH:28]=[CH:27][C:26]=2[CH3:37])=[O:22])=[CH:4][C:5]([O:18][CH3:19])=[C:6]([CH:17]=1)[C:7]([O:9]N1C(=O)CCC1=O)=O.[CH3:46][N:47]1[CH2:52][CH2:51][NH:50][CH2:49][CH2:48]1. Product: [CH3:45][O:44][C:41]1[CH:42]=[CH:43][C:38]([N:24]([C:25]2[C:30]([N:31]3[CH2:36][CH2:35][CH2:34][CH2:33][CH2:32]3)=[CH:29][CH:28]=[CH:27][C:26]=2[CH3:37])[NH:23][C:21](=[O:22])[CH2:20][C:3]2[CH:4]=[C:5]([O:18][CH3:19])[C:6]([C:7]([N:50]3[CH2:51][CH2:52][N:47]([CH3:46])[CH2:48][CH2:49]3)=[O:9])=[CH:17][C:2]=2[Br:1])=[CH:39][CH:40]=1. The catalyst class is: 4. (2) Reactant: [N+]([O-])(O)=O.[NH2:5][NH:6][C:7]([NH2:9])=N.CN([CH:13]=[C:14]([C:17](=[O:23])[C:18]1[S:19][CH:20]=[CH:21][CH:22]=1)C#N)C.[OH-].[Na+]. Product: [NH2:9][C:7]1[C:14]([C:17]([C:18]2[S:19][CH:20]=[CH:21][CH:22]=2)=[O:23])=[CH:13][NH:5][N:6]=1. The catalyst class is: 8. (3) Reactant: [N:1]([C:4]1[CH:14]=[CH:13][C:7]([C:8]([O:10]CC)=[O:9])=[CH:6][CH:5]=1)=[C:2]=[O:3].[N:15]1[CH:20]=[CH:19][CH:18]=[C:17]([CH2:21][OH:22])[CH:16]=1. Product: [N:15]1[CH:20]=[CH:19][CH:18]=[C:17]([CH2:21][O:22][C:2]([NH:1][C:4]2[CH:5]=[CH:6][C:7]([C:8]([OH:10])=[O:9])=[CH:13][CH:14]=2)=[O:3])[CH:16]=1. The catalyst class is: 1. (4) Reactant: [O:1]=[S:2]1(=[O:19])[CH2:7][CH2:6][N:5]([C:8]([C:10]2[CH:15]=[CH:14][CH:13]=[C:12]([N+:16]([O-])=O)[CH:11]=2)=[O:9])[CH2:4][CH2:3]1.C([SiH](CC)CC)C. Product: [NH2:16][C:12]1[CH:11]=[C:10]([C:8]([N:5]2[CH2:4][CH2:3][S:2](=[O:19])(=[O:1])[CH2:7][CH2:6]2)=[O:9])[CH:15]=[CH:14][CH:13]=1. The catalyst class is: 19.